From a dataset of Forward reaction prediction with 1.9M reactions from USPTO patents (1976-2016). Predict the product of the given reaction. (1) Given the reactants [F:1][CH:2]([F:12])[C:3]1[N:4]([CH3:11])[CH:5]=[C:6]([OH:10])[C:7](=[O:9])[CH:8]=1.[C:13]([CH:17](OC)[OH:18])([F:16])([F:15])[F:14].C(=O)([O-])[O-].[K+].[K+], predict the reaction product. The product is: [F:12][CH:2]([F:1])[C:3]1[N:4]([CH3:11])[C:5]([CH:17]([OH:18])[C:13]([F:16])([F:15])[F:14])=[C:6]([OH:10])[C:7](=[O:9])[CH:8]=1. (2) The product is: [CH3:13][C:7]1([CH:6]=[CH:5][C:4]([OH:14])=[O:3])[CH2:12][CH2:11][O:10][CH2:9][CH2:8]1. Given the reactants C([O:3][C:4](=[O:14])[CH:5]=[CH:6][C:7]1([CH3:13])[CH2:12][CH2:11][O:10][CH2:9][CH2:8]1)C, predict the reaction product. (3) Given the reactants [NH2:1][C:2]([C:4]1[CH:5]=[N:6][C:7]2[C:12]([C:13]=1[NH:14][C:15]1[CH:16]=[C:17]([CH:22]=[C:23]([NH:25][S:26]([C:29]([F:32])([F:31])[F:30])(=[O:28])=[O:27])[CH:24]=1)[C:18]([O:20]C)=[O:19])=[CH:11][CH:10]=[C:9]([C:33]1[C:34]([O:41][CH3:42])=[N:35][C:36]([O:39][CH3:40])=[N:37][CH:38]=1)[CH:8]=2)=[O:3].[OH-].[Na+], predict the reaction product. The product is: [NH2:1][C:2]([C:4]1[CH:5]=[N:6][C:7]2[C:12]([C:13]=1[NH:14][C:15]1[CH:16]=[C:17]([CH:22]=[C:23]([NH:25][S:26]([C:29]([F:32])([F:30])[F:31])(=[O:28])=[O:27])[CH:24]=1)[C:18]([OH:20])=[O:19])=[CH:11][CH:10]=[C:9]([C:33]1[C:34]([O:41][CH3:42])=[N:35][C:36]([O:39][CH3:40])=[N:37][CH:38]=1)[CH:8]=2)=[O:3]. (4) The product is: [F:19][C:2]([F:1])([S:9]([C:12]1[CH:17]=[CH:16][CH:15]=[C:14]([F:18])[CH:13]=1)(=[O:11])=[O:10])[CH:3]1[CH2:8][CH2:7][N:6]([C:27]([NH:29][C:30]2[CH:35]=[CH:34][N:33]=[N:32][CH:31]=2)=[O:28])[CH2:5][CH2:4]1. Given the reactants [F:1][C:2]([F:19])([S:9]([C:12]1[CH:17]=[CH:16][CH:15]=[C:14]([F:18])[CH:13]=1)(=[O:11])=[O:10])[CH:3]1[CH2:8][CH2:7][NH:6][CH2:5][CH2:4]1.C1(N[C:27]([NH:29][C:30]2[CH:35]=[CH:34][N:33]=[N:32][CH:31]=2)=[O:28])C=CC=CC=1.C(N(CC)CC)C, predict the reaction product. (5) Given the reactants [CH3:1][C:2]1[C:6]([CH2:7][N:8]2[CH:12]=[C:11]([N:13]3[CH2:18][CH2:17][CH2:16][NH:15][C:14]3=[O:19])[CH:10]=[N:9]2)=[C:5]([CH3:20])[O:4][N:3]=1.[H-].[Na+].[CH2:23](Br)[C:24]1[CH:29]=[CH:28][CH:27]=[CH:26][CH:25]=1, predict the reaction product. The product is: [CH2:23]([N:15]1[CH2:16][CH2:17][CH2:18][N:13]([C:11]2[CH:10]=[N:9][N:8]([CH2:7][C:6]3[C:2]([CH3:1])=[N:3][O:4][C:5]=3[CH3:20])[CH:12]=2)[C:14]1=[O:19])[C:24]1[CH:29]=[CH:28][CH:27]=[CH:26][CH:25]=1. (6) The product is: [CH3:1][C:2]1[C:6]([CH2:7][N:8]2[CH:12]=[C:11]([N:13]3[C:17](=[O:18])[CH2:16][N:15]([CH2:22][C:23]4[CH:24]=[C:25]([CH:28]=[CH:29][CH:30]=4)[C:26]#[N:27])[C:14]3=[O:19])[CH:10]=[N:9]2)=[C:5]([CH3:20])[O:4][N:3]=1. Given the reactants [CH3:1][C:2]1[C:6]([CH2:7][N:8]2[CH:12]=[C:11]([N:13]3[C:17](=[O:18])[CH2:16][NH:15][C:14]3=[O:19])[CH:10]=[N:9]2)=[C:5]([CH3:20])[O:4][N:3]=1.Br[CH2:22][C:23]1[CH:24]=[C:25]([CH:28]=[CH:29][CH:30]=1)[C:26]#[N:27], predict the reaction product. (7) Given the reactants [F:1][C:2]([F:7])([F:6])[C:3]([O-:5])=[O:4].[F:8][C:9]([F:14])([F:13])[C:10]([O-:12])=[O:11].[NH3+:15][C@H:16]([C:25]1[NH2+:26][C:27]([C:30]2[CH:35]=[CH:34][CH:33]=[CH:32][CH:31]=2)=[CH:28][N:29]=1)[CH2:17][CH2:18][CH2:19][CH2:20][CH2:21][C:22](=[O:24])[CH3:23].CCN(CC)CC.[Cl-].Cl[S:45]([N:48]([CH3:54])[CH2:49][CH2:50][NH+:51]([CH3:53])[CH3:52])(=[O:47])=[O:46], predict the reaction product. The product is: [F:1][C:2]([F:7])([F:6])[C:3]([O-:5])=[O:4].[F:8][C:9]([F:14])([F:13])[C:10]([O-:12])=[O:11].[CH3:52][NH+:51]([CH3:53])[CH2:50][CH2:49][N:48]([CH3:54])[S:45]([NH:15][C@H:16]([C:25]1[NH2+:26][C:27]([C:30]2[CH:35]=[CH:34][CH:33]=[CH:32][CH:31]=2)=[CH:28][N:29]=1)[CH2:17][CH2:18][CH2:19][CH2:20][CH2:21][C:22](=[O:24])[CH3:23])(=[O:47])=[O:46]. (8) Given the reactants Br[C:2]1[CH:3]=[C:4]2[C:8](=[CH:9][CH:10]=1)[N:7]([C:11](=[O:21])[CH2:12][C:13]1[CH:18]=[C:17]([F:19])[CH:16]=[CH:15][C:14]=1[F:20])[CH2:6][CH2:5]2.C([O-])(=O)C.[K+].Br[C:28]1[C:32]2[C:33]([NH2:37])=[N:34][CH:35]=[CH:36][C:31]=2[S:30][CH:29]=1.C(=O)(O)[O-].[Na+], predict the reaction product. The product is: [F:20][C:14]1[CH:15]=[CH:16][C:17]([F:19])=[CH:18][C:13]=1[CH2:12][C:11]([N:7]1[C:8]2[C:4](=[CH:3][C:2]([C:28]3[C:32]4[C:33]([NH2:37])=[N:34][CH:35]=[CH:36][C:31]=4[S:30][CH:29]=3)=[CH:10][CH:9]=2)[CH2:5][CH2:6]1)=[O:21].